The task is: Predict the product of the given reaction.. This data is from Forward reaction prediction with 1.9M reactions from USPTO patents (1976-2016). (1) Given the reactants [C:1]1([C@H:11]([NH:13][CH:14]2[CH2:17][CH:16]([C:18](O)=[O:19])[CH2:15]2)[CH3:12])[C:10]2[C:5](=[CH:6][CH:7]=[CH:8][CH:9]=2)[CH:4]=[CH:3][CH:2]=1.[C:21]([NH2:25])([CH3:24])([CH3:23])[CH3:22], predict the reaction product. The product is: [C:21]([NH:25][C:18]([CH:16]1[CH2:15][CH:14]([NH:13][C@@H:11]([C:1]2[C:10]3[C:5](=[CH:6][CH:7]=[CH:8][CH:9]=3)[CH:4]=[CH:3][CH:2]=2)[CH3:12])[CH2:17]1)=[O:19])([CH3:24])([CH3:23])[CH3:22]. (2) Given the reactants [CH3:1][O:2][C:3](C1C=C2C(=CC=1)NC=C2)=[O:4].[C:14]([C:17]1[C:25]2[C:20](=[CH:21][CH:22]=[C:23](OC(F)(F)F)[CH:24]=2)[N:19]([CH2:31][C:32]([OH:34])=[O:33])[CH:18]=1)(=[O:16])[CH3:15], predict the reaction product. The product is: [CH3:1][O:2][C:3]([C:23]1[CH:24]=[C:25]2[C:20](=[CH:21][CH:22]=1)[N:19]([CH2:31][C:32]([OH:34])=[O:33])[CH:18]=[C:17]2[C:14](=[O:16])[CH3:15])=[O:4]. (3) Given the reactants [O:1]1[CH2:6][CH2:5][N:4]([C:7]2[N:12]=[CH:11][C:10]([C:13]3[C:21]4[C:16](=[CH:17][CH:18]=[C:19]([C:22](O)=[O:23])[CH:20]=4)[NH:15][N:14]=3)=[CH:9][CH:8]=2)[CH2:3][CH2:2]1.[CH:25]1([CH:28]([C:30]2[CH:35]=[CH:34][CH:33]=[CH:32][CH:31]=2)[NH2:29])[CH2:27][CH2:26]1.CN(C(ON1N=NC2C=CC=CC1=2)=[N+](C)C)C.[B-](F)(F)(F)F.CCN(C(C)C)C(C)C, predict the reaction product. The product is: [CH:25]1([CH:28]([C:30]2[CH:35]=[CH:34][CH:33]=[CH:32][CH:31]=2)[NH:29][C:22]([C:19]2[CH:20]=[C:21]3[C:16](=[CH:17][CH:18]=2)[NH:15][N:14]=[C:13]3[C:10]2[CH:11]=[N:12][C:7]([N:4]3[CH2:5][CH2:6][O:1][CH2:2][CH2:3]3)=[CH:8][CH:9]=2)=[O:23])[CH2:26][CH2:27]1. (4) Given the reactants [C:1](N1C=CN=C1)(N1C=CN=C1)=[O:2].[C:13]([O:17][C:18]([CH3:21])([CH3:20])[CH3:19])(=[O:16])[NH:14][NH2:15].[C:22]([N:25]1[CH2:30][CH2:29][N:28]([C:31]2[CH:32]=[CH:33][C:34]([CH2:37][CH2:38][C:39]3[CH:44]=[CH:43][C:42]([CH2:45][NH2:46])=[CH:41][CH:40]=3)=[N:35][CH:36]=2)[CH2:27][CH2:26]1)(=[O:24])[CH3:23], predict the reaction product. The product is: [C:22]([N:25]1[CH2:26][CH2:27][N:28]([C:31]2[CH:32]=[CH:33][C:34]([CH2:37][CH2:38][C:39]3[CH:40]=[CH:41][C:42]([CH2:45][NH:46][C:1]([NH:15][NH:14][C:13]([O:17][C:18]([CH3:21])([CH3:20])[CH3:19])=[O:16])=[O:2])=[CH:43][CH:44]=3)=[N:35][CH:36]=2)[CH2:29][CH2:30]1)(=[O:24])[CH3:23]. (5) Given the reactants [OH:1][C:2]1[CH:17]=[CH:16][C:15]([N+:18]([O-:20])=[O:19])=[CH:14][C:3]=1[CH2:4][N:5]([CH3:13])[C:6](=[O:12])[O:7][C:8]([CH3:11])([CH3:10])[CH3:9].C([O-])([O-])=O.[K+].[K+].Cl[C:28]([F:33])([F:32])C([O-])=O.[Na+], predict the reaction product. The product is: [F:32][CH:28]([F:33])[O:1][C:2]1[CH:17]=[CH:16][C:15]([N+:18]([O-:20])=[O:19])=[CH:14][C:3]=1[CH2:4][N:5]([CH3:13])[C:6](=[O:12])[O:7][C:8]([CH3:9])([CH3:11])[CH3:10].